From a dataset of Forward reaction prediction with 1.9M reactions from USPTO patents (1976-2016). Predict the product of the given reaction. Given the reactants [CH2:1]([Sn:5]([CH2:16][CH2:17][CH2:18][CH3:19])([CH2:12][CH2:13][CH2:14][CH3:15])[C:6]1[CH2:10][CH2:9][C:8](=[O:11])[CH:7]=1)[CH2:2][CH2:3][CH3:4].[H-].[Al+3].[Li+].[H-].[H-].[H-].[OH-].[Na+].S([O-])([O-])(=O)=O.[Mg+2], predict the reaction product. The product is: [CH2:16]([Sn:5]([CH2:1][CH2:2][CH2:3][CH3:4])([CH2:12][CH2:13][CH2:14][CH3:15])[C:6]1[CH2:10][CH2:9][CH:8]([OH:11])[CH:7]=1)[CH2:17][CH2:18][CH3:19].